Regression. Given a peptide amino acid sequence and an MHC pseudo amino acid sequence, predict their binding affinity value. This is MHC class I binding data. From a dataset of Peptide-MHC class I binding affinity with 185,985 pairs from IEDB/IMGT. (1) The peptide sequence is GRYNLVPPK. The MHC is HLA-A02:01 with pseudo-sequence HLA-A02:01. The binding affinity (normalized) is 0.0847. (2) The peptide sequence is WPEIVGAIV. The MHC is HLA-B48:01 with pseudo-sequence HLA-B48:01. The binding affinity (normalized) is 0.0847.